This data is from NCI-60 drug combinations with 297,098 pairs across 59 cell lines. The task is: Regression. Given two drug SMILES strings and cell line genomic features, predict the synergy score measuring deviation from expected non-interaction effect. (1) Drug 1: CC1=CC2C(CCC3(C2CCC3(C(=O)C)OC(=O)C)C)C4(C1=CC(=O)CC4)C. Drug 2: CC1=C(C(=O)C2=C(C1=O)N3CC4C(C3(C2COC(=O)N)OC)N4)N. Cell line: NCI-H322M. Synergy scores: CSS=8.45, Synergy_ZIP=0.749, Synergy_Bliss=1.16, Synergy_Loewe=-19.9, Synergy_HSA=-3.46. (2) Drug 1: C1=CC(=CC=C1C#N)C(C2=CC=C(C=C2)C#N)N3C=NC=N3. Drug 2: C1CN(P(=O)(OC1)NCCCl)CCCl. Cell line: OVCAR-8. Synergy scores: CSS=0.194, Synergy_ZIP=-1.68, Synergy_Bliss=-3.86, Synergy_Loewe=-5.45, Synergy_HSA=-5.73. (3) Synergy scores: CSS=44.0, Synergy_ZIP=2.02, Synergy_Bliss=8.28, Synergy_Loewe=-54.5, Synergy_HSA=-2.28. Drug 1: C1CN1P(=S)(N2CC2)N3CC3. Drug 2: CC=C1C(=O)NC(C(=O)OC2CC(=O)NC(C(=O)NC(CSSCCC=C2)C(=O)N1)C(C)C)C(C)C. Cell line: OVCAR-5. (4) Drug 1: CC1CCC2CC(C(=CC=CC=CC(CC(C(=O)C(C(C(=CC(C(=O)CC(OC(=O)C3CCCCN3C(=O)C(=O)C1(O2)O)C(C)CC4CCC(C(C4)OC)OP(=O)(C)C)C)C)O)OC)C)C)C)OC. Drug 2: CNC(=O)C1=NC=CC(=C1)OC2=CC=C(C=C2)NC(=O)NC3=CC(=C(C=C3)Cl)C(F)(F)F. Cell line: NCI-H460. Synergy scores: CSS=57.8, Synergy_ZIP=5.59, Synergy_Bliss=5.87, Synergy_Loewe=8.10, Synergy_HSA=8.14. (5) Drug 1: CC1=C(C(=CC=C1)Cl)NC(=O)C2=CN=C(S2)NC3=CC(=NC(=N3)C)N4CCN(CC4)CCO. Cell line: SF-295. Drug 2: CC(C)(C#N)C1=CC(=CC(=C1)CN2C=NC=N2)C(C)(C)C#N. Synergy scores: CSS=-2.05, Synergy_ZIP=3.07, Synergy_Bliss=5.59, Synergy_Loewe=-1.37, Synergy_HSA=-0.00690. (6) Drug 1: C1CC(=O)NC(=O)C1N2CC3=C(C2=O)C=CC=C3N. Drug 2: CCC1(C2=C(COC1=O)C(=O)N3CC4=CC5=C(C=CC(=C5CN(C)C)O)N=C4C3=C2)O.Cl. Cell line: HCT116. Synergy scores: CSS=33.6, Synergy_ZIP=-2.36, Synergy_Bliss=-2.53, Synergy_Loewe=-21.8, Synergy_HSA=-0.553. (7) Drug 1: CC1=C(C=C(C=C1)C(=O)NC2=CC(=CC(=C2)C(F)(F)F)N3C=C(N=C3)C)NC4=NC=CC(=N4)C5=CN=CC=C5. Drug 2: CC(C)CN1C=NC2=C1C3=CC=CC=C3N=C2N. Cell line: NCIH23. Synergy scores: CSS=-9.47, Synergy_ZIP=2.96, Synergy_Bliss=-4.00, Synergy_Loewe=-5.83, Synergy_HSA=-7.79.